Predict the reactants needed to synthesize the given product. From a dataset of Full USPTO retrosynthesis dataset with 1.9M reactions from patents (1976-2016). (1) Given the product [CH3:12][C:11]1[CH:10]=[C:9]2[C:4]([CH:5]=[CH:6][C:7](=[O:19])[NH:8]2)=[CH:3][C:2]=1[C:20]#[N:21], predict the reactants needed to synthesize it. The reactants are: Br[C:2]1[CH:3]=[C:4]2[C:9](=[CH:10][C:11]=1[CH3:12])[N:8]=[CH:7][CH:6]=[CH:5]2.CN1CCCC1=[O:19].[C:20]([Cu])#[N:21]. (2) Given the product [Cl:28][C:24]1[CH:23]=[C:22]([CH:18]([NH:17][C:2]2[NH:3][C:4](=[O:16])[C:5]3[C:6](=[C:8]([CH:11]4[CH2:15][CH2:14][CH2:13][CH2:12]4)[O:9][N:10]=3)[N:7]=2)[CH2:19][CH2:20][OH:21])[CH:27]=[CH:26][CH:25]=1, predict the reactants needed to synthesize it. The reactants are: Cl[C:2]1[NH:7][C:6]2=[C:8]([CH:11]3[CH2:15][CH2:14][CH2:13][CH2:12]3)[O:9][N:10]=[C:5]2[C:4](=[O:16])[N:3]=1.[NH2:17][CH:18]([C:22]1[CH:27]=[CH:26][CH:25]=[C:24]([Cl:28])[CH:23]=1)[CH2:19][CH2:20][OH:21].CCN(C(C)C)C(C)C. (3) Given the product [CH3:33][NH:32][C:21]1[N:22]=[C:23]([N:25]2[CH2:30][CH2:29][N:28]([CH3:31])[CH2:27][CH2:26]2)[N:24]=[C:19]([NH:1][C@H:2]2[CH2:7][CH2:6][C@H:5]([C:8]([OH:10])=[O:9])[CH2:4][CH2:3]2)[N:20]=1, predict the reactants needed to synthesize it. The reactants are: [NH2:1][C@H:2]1[CH2:7][CH2:6][C@H:5]([C:8]([OH:10])=[O:9])[CH2:4][CH2:3]1.C(N(CC)CC)C.Cl[C:19]1[N:24]=[C:23]([N:25]2[CH2:30][CH2:29][N:28]([CH3:31])[CH2:27][CH2:26]2)[N:22]=[C:21]([NH:32][CH3:33])[N:20]=1. (4) Given the product [CH:1]1([C@@H:7]([NH:9][C:10]([C:12]2[C:21]3[C:16](=[CH:17][CH:18]=[CH:19][CH:20]=3)[N:15]=[C:14]([C:22]3[S:23][CH:24]=[CH:25][CH:26]=3)[C:13]=2[CH2:27][N:28]2[CH2:33][CH2:32][N:31]([CH2:34][C:35]([N:43]3[CH2:44][CH2:45][N:40]([CH3:39])[CH2:41][CH2:42]3)=[O:36])[C:30](=[O:38])[CH2:29]2)=[O:11])[CH3:8])[CH2:2][CH2:3][CH2:4][CH2:5][CH2:6]1, predict the reactants needed to synthesize it. The reactants are: [CH:1]1([C@@H:7]([NH:9][C:10]([C:12]2[C:21]3[C:16](=[CH:17][CH:18]=[CH:19][CH:20]=3)[N:15]=[C:14]([C:22]3[S:23][CH:24]=[CH:25][CH:26]=3)[C:13]=2[CH2:27][N:28]2[CH2:33][CH2:32][N:31]([CH2:34][C:35](O)=[O:36])[C:30](=[O:38])[CH2:29]2)=[O:11])[CH3:8])[CH2:6][CH2:5][CH2:4][CH2:3][CH2:2]1.[CH3:39][N:40]1[CH2:45][CH2:44][NH:43][CH2:42][CH2:41]1. (5) Given the product [F:1][C:2]1([F:12])[CH2:7][CH2:6][CH:5]([C:8](=[O:9])[CH3:13])[CH2:4][CH2:3]1, predict the reactants needed to synthesize it. The reactants are: [F:1][C:2]1([F:12])[CH2:7][CH2:6][CH:5]([C:8](NC)=[O:9])[CH2:4][CH2:3]1.[CH3:13][Mg+].[Br-].O. (6) Given the product [OH:86][C@H:85]([C@@H:83]1[C:82](=[O:90])[O:3][B:4]([C@@H:32]([NH:37][C:38](=[O:56])[C@@H:39]([NH:47][C:48]([C:50]2[CH:55]=[N:54][CH:53]=[CH:52][N:51]=2)=[O:49])[CH2:40][C:41]2[CH:46]=[CH:45][CH:44]=[CH:43][CH:42]=2)[CH2:33][CH:34]([CH3:35])[CH3:36])[O:5]1)[C:87]([OH:89])=[O:88], predict the reactants needed to synthesize it. The reactants are: O1B([C@@H](NC(=O)[C@@H](NC(C2C=NC=CN=2)=O)CC2C=CC=CC=2)CC(C)C)[O:5][B:4]([C@@H:32]([NH:37][C:38](=[O:56])[C@@H:39]([NH:47][C:48]([C:50]2[CH:55]=[N:54][CH:53]=[CH:52][N:51]=2)=[O:49])[CH2:40][C:41]2[CH:46]=[CH:45][CH:44]=[CH:43][CH:42]=2)[CH2:33][CH:34]([CH3:36])[CH3:35])[O:3]B1[C@@H](NC(=O)[C@@H](NC(C1C=NC=CN=1)=O)CC1C=CC=CC=1)CC(C)C.[C:82](O)(=[O:90])[C@@H:83]([C@H:85]([C:87]([OH:89])=[O:88])[OH:86])O.CCCCCCC. (7) Given the product [Cl:4][C:5]1[C:6]2[NH:12][C:15]([C:16]([O:18][CH3:19])=[O:17])=[CH:10][C:7]=2[S:8][CH:9]=1, predict the reactants needed to synthesize it. The reactants are: C[O-].[Na+].[Cl:4][C:5]1[CH:6]=[C:7]([CH:10]=O)[S:8][CH:9]=1.[N:12]([CH2:15][C:16]([O:18][CH3:19])=[O:17])=[N+]=[N-].[Cl-].[NH4+].